Dataset: NCI-60 drug combinations with 297,098 pairs across 59 cell lines. Task: Regression. Given two drug SMILES strings and cell line genomic features, predict the synergy score measuring deviation from expected non-interaction effect. (1) Drug 1: CNC(=O)C1=CC=CC=C1SC2=CC3=C(C=C2)C(=NN3)C=CC4=CC=CC=N4. Drug 2: C1=CC(=CC=C1CCC2=CNC3=C2C(=O)NC(=N3)N)C(=O)NC(CCC(=O)O)C(=O)O. Cell line: PC-3. Synergy scores: CSS=25.9, Synergy_ZIP=-1.16, Synergy_Bliss=-6.53, Synergy_Loewe=-23.1, Synergy_HSA=-7.74. (2) Drug 1: CC1=C(C(CCC1)(C)C)C=CC(=CC=CC(=CC(=O)O)C)C. Drug 2: CC1=C(C=C(C=C1)C(=O)NC2=CC(=CC(=C2)C(F)(F)F)N3C=C(N=C3)C)NC4=NC=CC(=N4)C5=CN=CC=C5. Cell line: HS 578T. Synergy scores: CSS=7.30, Synergy_ZIP=-0.428, Synergy_Bliss=5.19, Synergy_Loewe=-4.13, Synergy_HSA=3.27. (3) Drug 1: CC1=C(C=C(C=C1)NC2=NC=CC(=N2)N(C)C3=CC4=NN(C(=C4C=C3)C)C)S(=O)(=O)N.Cl. Drug 2: CC1=C2C(C(=O)C3(C(CC4C(C3C(C(C2(C)C)(CC1OC(=O)C(C(C5=CC=CC=C5)NC(=O)OC(C)(C)C)O)O)OC(=O)C6=CC=CC=C6)(CO4)OC(=O)C)O)C)O. Cell line: NCIH23. Synergy scores: CSS=38.0, Synergy_ZIP=7.39, Synergy_Bliss=9.23, Synergy_Loewe=-5.04, Synergy_HSA=9.43. (4) Drug 2: CN(C(=O)NC(C=O)C(C(C(CO)O)O)O)N=O. Cell line: HCT116. Synergy scores: CSS=36.3, Synergy_ZIP=1.59, Synergy_Bliss=-0.698, Synergy_Loewe=-30.2, Synergy_HSA=-2.61. Drug 1: C1CN(CCN1C(=O)CCBr)C(=O)CCBr. (5) Drug 1: CC1=C(C(=CC=C1)Cl)NC(=O)C2=CN=C(S2)NC3=CC(=NC(=N3)C)N4CCN(CC4)CCO. Cell line: OVCAR3. Drug 2: CC1C(C(CC(O1)OC2CC(OC(C2O)C)OC3=CC4=CC5=C(C(=O)C(C(C5)C(C(=O)C(C(C)O)O)OC)OC6CC(C(C(O6)C)O)OC7CC(C(C(O7)C)O)OC8CC(C(C(O8)C)O)(C)O)C(=C4C(=C3C)O)O)O)O. Synergy scores: CSS=49.4, Synergy_ZIP=0.897, Synergy_Bliss=2.06, Synergy_Loewe=-2.42, Synergy_HSA=3.84. (6) Drug 1: CC(C1=C(C=CC(=C1Cl)F)Cl)OC2=C(N=CC(=C2)C3=CN(N=C3)C4CCNCC4)N. Synergy scores: CSS=23.8, Synergy_ZIP=-4.41, Synergy_Bliss=0.921, Synergy_Loewe=2.09, Synergy_HSA=2.51. Drug 2: C1=CC(=CC=C1CCCC(=O)O)N(CCCl)CCCl. Cell line: UO-31.